Dataset: Forward reaction prediction with 1.9M reactions from USPTO patents (1976-2016). Task: Predict the product of the given reaction. (1) Given the reactants Cl[C:2]1[N:10]=[C:9]2[C:5]([N:6]=[C:7]([CH2:12][N:13]3[CH2:18][CH2:17][NH:16][C:15](=[O:19])[CH:14]3[CH:20]([CH3:22])[CH3:21])[N:8]2[CH3:11])=[C:4]([N:23]2[CH2:28][CH2:27][O:26][CH2:25][CH2:24]2)[N:3]=1.[CH2:29]([C:31]1[NH:32][C:33]2[CH:39]=[CH:38][CH:37]=[CH:36][C:34]=2[N:35]=1)[CH3:30].CC(C1C=C(C(C)C)C(C2C=CC=CC=2P(C2CCCCC2)C2CCCCC2)=C(C(C)C)C=1)C.C([O-])([O-])=O.[Cs+].[Cs+], predict the reaction product. The product is: [CH2:29]([C:31]1[N:32]([C:2]2[N:10]=[C:9]3[C:5]([N:6]=[C:7]([CH2:12][N:13]4[CH2:18][CH2:17][NH:16][C:15](=[O:19])[CH:14]4[CH:20]([CH3:21])[CH3:22])[N:8]3[CH3:11])=[C:4]([N:23]3[CH2:24][CH2:25][O:26][CH2:27][CH2:28]3)[N:3]=2)[C:33]2[CH:39]=[CH:38][CH:37]=[CH:36][C:34]=2[N:35]=1)[CH3:30]. (2) Given the reactants [C:1]([OH:5])(=[O:4])[CH:2]=[CH2:3], predict the reaction product. The product is: [C:1]([OH:5])(=[O:4])[CH:2]=[CH2:3].[CH:1]([CH:2]=[CH2:3])=[O:4]. (3) Given the reactants [N:1]1[CH:6]=[CH:5][CH:4]=[C:3]([C:7]2[CH:14]=[CH:13][C:10]([CH:11]=O)=[CH:9][CH:8]=2)[CH:2]=1.[C@@H:15]1([NH2:25])[C:24]2[C:19](=[CH:20][CH:21]=[CH:22][CH:23]=2)[CH2:18][CH2:17][CH2:16]1, predict the reaction product. The product is: [N:1]1[CH:6]=[CH:5][CH:4]=[C:3]([C:7]2[CH:14]=[CH:13][C:10]([CH2:11][NH:25][C@@H:15]3[C:24]4[C:19](=[CH:20][CH:21]=[CH:22][CH:23]=4)[CH2:18][CH2:17][CH2:16]3)=[CH:9][CH:8]=2)[CH:2]=1. (4) Given the reactants [CH2:1]([N:3]([CH2:34][CH3:35])[CH2:4]/[CH:5]=[CH:6]\[C:7]1[CH:12]=[C:11]([F:13])[CH:10]=[CH:9][C:8]=1[S:14]([NH:17][C:18]1[C:27]([C:28]([O:30]C)=[O:29])=[C:26]2[C:21]([CH:22]3[CH2:32][CH:23]3[CH2:24][O:25]2)=[C:20]([F:33])[CH:19]=1)(=[O:16])=[O:15])[CH3:2].O.[OH-].[Li+].O1CCOCC1, predict the reaction product. The product is: [CH2:34]([N:3]([CH2:1][CH3:2])[CH2:4]/[CH:5]=[CH:6]\[C:7]1[CH:12]=[C:11]([F:13])[CH:10]=[CH:9][C:8]=1[S:14]([NH:17][C:18]1[C:27]([C:28]([OH:30])=[O:29])=[C:26]2[C:21]([CH:22]3[CH2:32][CH:23]3[CH2:24][O:25]2)=[C:20]([F:33])[CH:19]=1)(=[O:16])=[O:15])[CH3:35]. (5) Given the reactants Br[C:2]1[CH:3]=[CH:4][C:5]([C:10]([N:12]2[CH2:17][CH2:16][N:15]([C:18]3[C:23]([CH3:24])=[CH:22][C:21]([CH:25]4[CH2:27][CH2:26]4)=[CH:20][N:19]=3)[CH2:14][CH2:13]2)=[O:11])=[C:6]([CH:9]=1)[C:7]#[N:8].[O:28]1[CH2:32][CH:31]=[N:30][C:29]1=[O:33], predict the reaction product. The product is: [C:7]([C:6]1[CH:9]=[C:2]([N:30]2[CH2:31][CH2:32][O:28][C:29]2=[O:33])[CH:3]=[CH:4][C:5]=1[C:10]([N:12]1[CH2:17][CH2:16][N:15]([C:18]2[C:23]([CH3:24])=[CH:22][C:21]([CH:25]3[CH2:27][CH2:26]3)=[CH:20][N:19]=2)[CH2:14][CH2:13]1)=[O:11])#[N:8]. (6) Given the reactants [F:1][C:2]([F:13])([F:12])[C:3]([CH:5]1[C:10](=[O:11])[CH2:9][CH:8]2[CH:6]1C2)=[O:4].C1(=O)CCCC1, predict the reaction product. The product is: [F:1][C:2]([F:12])([F:13])[C:3]([CH:5]1[CH2:6][CH2:8][CH2:9][C:10]1=[O:11])=[O:4].